From a dataset of Reaction yield outcomes from USPTO patents with 853,638 reactions. Predict the reaction yield, written as a fraction of the theoretical maximum amount of product (1.0 means a 100% yield; for example, 0.34 means a 34% yield). (1) The reactants are C(O[C:6]([N:8]1[CH2:13][CH2:12][CH:11]([S:14][C:15]2[S:16][C:17]3[CH:23]=[CH:22][CH:21]=[CH:20][C:18]=3[N:19]=2)[CH2:10][CH2:9]1)=O)(C)(C)C.FC(F)(F)C(O)=O.[C:31]([N:34]1[CH2:39][CH2:38][CH:37]([C:40]([N:42]([C:47]2[CH:52]=[CH:51][CH:50]=[C:49]([Cl:53])[CH:48]=2)[CH2:43][CH2:44]C[Cl:46])=[O:41])[CH2:36][CH2:35]1)(=[O:33])[CH3:32].C(=O)([O-])[O-].[K+].[K+].[I-].[K+]. The catalyst is ClCCl.C(OCC)(=O)C. The product is [ClH:46].[C:31]([N:34]1[CH2:39][CH2:38][CH:37]([C:40]([N:42]([C:47]2[CH:52]=[CH:51][CH:50]=[C:49]([Cl:53])[CH:48]=2)[CH2:43][CH2:44][CH2:6][N:8]2[CH2:9][CH2:10][CH:11]([S:14][C:15]3[S:16][C:17]4[CH:23]=[CH:22][CH:21]=[CH:20][C:18]=4[N:19]=3)[CH2:12][CH2:13]2)=[O:41])[CH2:36][CH2:35]1)(=[O:33])[CH3:32]. The yield is 0.340. (2) The reactants are ClC(Cl)(Cl)C(=N)O[CH:5]([C:7]1[CH:8]=[CH:9][C:10]([C:17]([F:20])([F:19])[F:18])=[C:11]2[C:16]=1[N:15]=[CH:14][CH:13]=[CH:12]2)[CH3:6].[F:24][C:25]1[CH:30]=[CH:29][C:28]([C:31]2([CH2:44][OH:45])[CH2:36][CH2:35][N:34]([C:37]([O:39][C:40]([CH3:43])([CH3:42])[CH3:41])=[O:38])[CH2:33][CH2:32]2)=[CH:27][CH:26]=1. The catalyst is ClCCl. The product is [F:24][C:25]1[CH:26]=[CH:27][C:28]([C:31]2([CH2:44][O:45][CH:5]([C:7]3[CH:8]=[CH:9][C:10]([C:17]([F:20])([F:18])[F:19])=[C:11]4[C:16]=3[N:15]=[CH:14][CH:13]=[CH:12]4)[CH3:6])[CH2:32][CH2:33][N:34]([C:37]([O:39][C:40]([CH3:41])([CH3:42])[CH3:43])=[O:38])[CH2:35][CH2:36]2)=[CH:29][CH:30]=1. The yield is 0.0900. (3) The reactants are [CH3:1][C:2]1[CH:8]=[C:7]([I:9])[C:6]([CH3:10])=[CH:5][C:3]=1[NH2:4].[CH2:11](Br)[C:12]1[CH:17]=[CH:16][CH:15]=[CH:14][CH:13]=1.C(=O)([O-])[O-].[K+].[K+]. The catalyst is CCO. The product is [CH2:11]([N:4]([CH2:1][C:2]1[CH:8]=[CH:7][CH:6]=[CH:5][CH:3]=1)[C:3]1[CH:5]=[C:6]([CH3:10])[C:7]([I:9])=[CH:8][C:2]=1[CH3:1])[C:12]1[CH:17]=[CH:16][CH:15]=[CH:14][CH:13]=1. The yield is 0.830. (4) The reactants are F[C:2]1[CH:3]=[C:4]([Cl:10])[CH:5]=[C:6]([CH:9]=1)[C:7]#[N:8].C([O-])([O-])=O.[K+].[K+].[CH3:17][N:18]1[CH2:23][CH2:22][NH:21][CH2:20][CH2:19]1.Cl. The catalyst is CS(C)=O.C(OCC)C. The product is [Cl:10][C:4]1[CH:5]=[C:6]([CH:9]=[C:2]([N:21]2[CH2:22][CH2:23][N:18]([CH3:17])[CH2:19][CH2:20]2)[CH:3]=1)[C:7]#[N:8]. The yield is 0.930. (5) The reactants are O[C:2]([CH2:4][CH2:5][CH2:6][CH2:7][C@H:8]1[C@@H:16]2[C@@H:11]([NH:12][C:13]([NH:15]2)=[O:14])[CH2:10][S:9]1)=[O:3].CN(C(ON1N=NC2C=CC=CC1=2)=[N+](C)C)C.F[P-](F)(F)(F)(F)F.CCN(C(C)C)C(C)C.[C:50]([O:54][C:55](=[O:66])[NH:56][CH2:57][CH2:58][O:59][CH2:60][CH2:61][O:62][CH2:63][CH2:64][NH2:65])([CH3:53])([CH3:52])[CH3:51]. The catalyst is CN(C=O)C. The product is [C:50]([O:54][C:55](=[O:66])[NH:56][CH2:57][CH2:58][O:59][CH2:60][CH2:61][O:62][CH2:63][CH2:64][NH:65][C:2](=[O:3])[CH2:4][CH2:5][CH2:6][CH2:7][CH:8]1[CH:16]2[NH:15][C:13](=[O:14])[NH:12][CH:11]2[CH2:10][S:9]1)([CH3:53])([CH3:51])[CH3:52]. The yield is 0.800.